The task is: Predict the reaction yield, written as a fraction of the theoretical maximum amount of product (1.0 means a 100% yield; for example, 0.34 means a 34% yield).. This data is from Reaction yield outcomes from USPTO patents with 853,638 reactions. (1) The reactants are [C:1]1([C:8]2[CH:13]=[CH:12][CH:11]=[CH:10][CH:9]=2)[CH:6]=[CH:5][CH:4]=[C:3]([OH:7])[CH:2]=1.[Br:14][CH2:15][CH2:16][CH2:17]Br.C([O-])([O-])=O.[Cs+].[Cs+]. The catalyst is C(#N)C. The product is [Br:14][CH2:15][CH2:16][CH2:17][O:7][C:3]1[CH:2]=[C:1]([C:8]2[CH:9]=[CH:10][CH:11]=[CH:12][CH:13]=2)[CH:6]=[CH:5][CH:4]=1. The yield is 0.578. (2) The reactants are [CH3:1][C:2]#[N:3].[Li+].C[Si]([N-][Si](C)(C)C)(C)C.CON(C)[C:17]([C@@H:19]1[CH2:21][C@H:20]1[C:22]1[CH:27]=[CH:26][CH:25]=[CH:24][CH:23]=1)=[O:18]. The catalyst is C1COCC1. The product is [O:18]=[C:17]([C@@H:19]1[CH2:21][C@H:20]1[C:22]1[CH:27]=[CH:26][CH:25]=[CH:24][CH:23]=1)[CH2:1][C:2]#[N:3]. The yield is 0.510.